From a dataset of Full USPTO retrosynthesis dataset with 1.9M reactions from patents (1976-2016). Predict the reactants needed to synthesize the given product. (1) Given the product [Br:24][CH2:11][C:8]1[C:9](=[O:10])[N:4]([CH2:30][CH:31]2[CH2:33][CH2:32]2)[N:5]=[C:6]([C:14]2[CH:19]=[CH:18][C:17]([O:20][CH3:21])=[C:16]([F:22])[CH:15]=2)[CH:7]=1, predict the reactants needed to synthesize it. The reactants are: C1([N:4]2[C:9](=[O:10])[C:8]([CH2:11]O)=[C:7](C)[C:6]([C:14]3[CH:19]=[CH:18][C:17]([O:20][CH3:21])=[C:16]([F:22])[CH:15]=3)=[N:5]2)CC1.C(Br)(Br)(Br)[Br:24].N1[CH:33]=[CH:32][CH:31]=[CH:30]C=1.C1(P(C2C=CC=CC=2)C2C=CC=CC=2)C=CC=CC=1. (2) Given the product [OH:14][CH2:13][CH2:12][C@@H:11]1[C@:2]2([CH3:1])[C@H:7]([C:6]([CH3:18])([CH3:17])[CH2:5][CH2:4][CH2:3]2)[CH2:8][CH2:9][C@@:10]1([CH3:16])[OH:15], predict the reactants needed to synthesize it. The reactants are: [CH3:1][C@@:2]12[C@H:11]3[CH2:12][C:13]([O:15][C@:10]3([CH3:16])[CH2:9][CH2:8][C@H:7]1[C:6]([CH3:18])([CH3:17])[CH2:5][CH2:4][CH2:3]2)=[O:14].[H-].[Al+3].[Li+].[H-].[H-].[H-].O.[OH-].[Na+]. (3) Given the product [CH:1]1[N:5]2[C:6]3[CH:15]=[CH:14][CH:13]=[CH:12][C:7]=3[CH2:8][CH2:9][C@@H:10]([NH:11][C:27]([C:24]3([NH:23][C:21](=[O:22])[C:20]4[CH:30]=[CH:31][C:17]([F:16])=[CH:18][CH:19]=4)[CH2:26][CH2:25]3)=[O:28])[C:4]2=[N:3][CH:2]=1, predict the reactants needed to synthesize it. The reactants are: [CH:1]1[N:5]2[C:6]3[CH:15]=[CH:14][CH:13]=[CH:12][C:7]=3[CH2:8][CH2:9][C@@H:10]([NH2:11])[C:4]2=[N:3][CH:2]=1.[F:16][C:17]1[CH:31]=[CH:30][C:20]([C:21]([NH:23][C:24]2([C:27](O)=[O:28])[CH2:26][CH2:25]2)=[O:22])=[CH:19][CH:18]=1.F[P-](F)(F)(F)(F)F.N1(OC(N(C)C)=[N+](C)C)C2N=CC=CC=2N=N1.C(N(C(C)C)CC)(C)C. (4) The reactants are: Cl.[CH3:2][NH:3][CH2:4][C:5]1[CH:13]=[CH:12][CH:11]=[C:10]2[C:6]=1[CH2:7][N:8]([CH:15]1[CH2:20][CH2:19][C:18](=[O:21])[NH:17][C:16]1=[O:22])[C:9]2=[O:14].[C:23]1([CH3:32])[CH:28]=[CH:27][CH:26]=[C:25]([N:29]=[C:30]=[O:31])[CH:24]=1.C(N(C(C)C)CC)(C)C. Given the product [O:22]=[C:16]1[CH:15]([N:8]2[CH2:7][C:6]3[C:10](=[CH:11][CH:12]=[CH:13][C:5]=3[CH2:4][N:3]([CH3:2])[C:30]([NH:29][C:25]3[CH:24]=[C:23]([CH3:32])[CH:28]=[CH:27][CH:26]=3)=[O:31])[C:9]2=[O:14])[CH2:20][CH2:19][C:18](=[O:21])[NH:17]1, predict the reactants needed to synthesize it. (5) Given the product [CH3:54][N:4]([CH3:3])[CH2:5][C:6]([N:8]1[C:16]2[C:11](=[CH:12][C:13]([O:52][CH3:53])=[C:14]([NH:17][C:18]3[NH:23][C:22]4=[N:24][CH:25]=[CH:26][C:21]4=[C:20]([NH:37][C:38]4[C:39]([C:48]([NH:50][CH3:51])=[O:49])=[CH:40][C:41]5[C:46]([CH:47]=4)=[CH:45][CH:44]=[CH:43][CH:42]=5)[N:19]=3)[CH:15]=2)[CH2:10][CH2:9]1)=[O:7], predict the reactants needed to synthesize it. The reactants are: CN.[CH3:3][N:4]([CH3:54])[CH2:5][C:6]([N:8]1[C:16]2[C:11](=[CH:12][C:13]([O:52][CH3:53])=[C:14]([NH:17][C:18]3[N:19]=[C:20]([NH:37][C:38]4[C:39]([C:48]([NH:50][CH3:51])=[O:49])=[CH:40][C:41]5[C:46]([CH:47]=4)=[CH:45][CH:44]=[CH:43][CH:42]=5)[C:21]4[CH:26]=[CH:25][N:24](S(C5C=CC(C)=CC=5)(=O)=O)[C:22]=4[N:23]=3)[CH:15]=2)[CH2:10][CH2:9]1)=[O:7].C[O-].[Na+].[Na+].[Cl-]. (6) Given the product [Br:13][C:14]1[C:15]2[N:16]([N:7]=[C:21]([NH2:23])[N:20]=2)[CH:17]=[CH:18][CH:19]=1, predict the reactants needed to synthesize it. The reactants are: Cl.NO.C([N:7](CC)C(C)C)(C)C.[Br:13][C:14]1[C:15]([NH:20][C:21]([NH:23]C(=O)OCC)=S)=[N:16][CH:17]=[CH:18][CH:19]=1. (7) Given the product [F:20][C:17]([C:14]1[CH:15]=[C:16]2[NH:8][CH2:9][C:10]([CH3:22])([CH3:23])[C:11]2=[N:12][CH:13]=1)([F:21])[CH2:18][CH3:19], predict the reactants needed to synthesize it. The reactants are: C(OC([N:8]1[C:16]2[C:11](=[N:12][CH:13]=[C:14]([C:17]([F:21])([F:20])[CH2:18][CH3:19])[CH:15]=2)[C:10]([CH3:23])([CH3:22])[CH2:9]1)=O)(C)(C)C.CO.